Dataset: Reaction yield outcomes from USPTO patents with 853,638 reactions. Task: Predict the reaction yield, written as a fraction of the theoretical maximum amount of product (1.0 means a 100% yield; for example, 0.34 means a 34% yield). (1) The reactants are [O:1]=[C:2]1[CH2:7][CH2:6][NH:5][CH2:4][CH2:3]1.CCN(C(C)C)C(C)C.[Cl:17][C:18]1[CH:23]=[CH:22][C:21]([C:24]2[CH2:29][CH2:28][C:27]([CH3:31])([CH3:30])[CH2:26][C:25]=2[CH:32]=O)=[CH:20][CH:19]=1.[BH-](OC(C)=O)(OC(C)=O)OC(C)=O.[Na+]. The catalyst is ClCCCl. The product is [Cl:17][C:18]1[CH:23]=[CH:22][C:21]([C:24]2[CH2:29][CH2:28][C:27]([CH3:31])([CH3:30])[CH2:26][C:25]=2[CH2:32][N:5]2[CH2:6][CH2:7][C:2](=[O:1])[CH2:3][CH2:4]2)=[CH:20][CH:19]=1. The yield is 0.400. (2) The reactants are [CH:1]([C:3]([NH:6][C:7](=[O:16])[C:8]1[CH:13]=[CH:12][C:11]([F:14])=[CH:10][C:9]=1[F:15])([CH3:5])[CH3:4])=[O:2].[CH3:17][Mg]Br.[Cl-].[NH4+]. The catalyst is C1COCC1. The product is [OH:2][CH:1]([CH3:17])[C:3]([NH:6][C:7](=[O:16])[C:8]1[CH:13]=[CH:12][C:11]([F:14])=[CH:10][C:9]=1[F:15])([CH3:5])[CH3:4]. The yield is 0.860. (3) The reactants are [C:1]([O:5][C:6]([N:8]([CH2:19][C:20]1[CH:25]=[CH:24][CH:23]=[CH:22][CH:21]=1)[C@H:9]([CH2:17][OH:18])[CH2:10][C:11]1[CH:16]=[CH:15][CH:14]=[CH:13][CH:12]=1)=[O:7])([CH3:4])([CH3:3])[CH3:2].CC1(C)N([O])C(C)(C)CCC1.[Br-].[Na+].C(=O)(O)[O-].[Na+]. The catalyst is C1(C)C=CC=CC=1.O.C(OCC)(=O)C. The product is [C:1]([O:5][C:6]([N:8]([CH2:19][C:20]1[CH:21]=[CH:22][CH:23]=[CH:24][CH:25]=1)[C@H:9]([CH:17]=[O:18])[CH2:10][C:11]1[CH:12]=[CH:13][CH:14]=[CH:15][CH:16]=1)=[O:7])([CH3:4])([CH3:2])[CH3:3]. The yield is 1.00. (4) No catalyst specified. The reactants are Br[C:2]1[CH:9]=[CH:8][C:5]([CH:6]=[O:7])=[CH:4][CH:3]=1.[F:10][C:11]([F:19])([F:18])[CH2:12][CH2:13][B-](F)(F)F. The yield is 0.890. The product is [F:10][C:11]([F:19])([F:18])[CH2:12][CH2:13][C:2]1[CH:9]=[CH:8][C:5]([CH:6]=[O:7])=[CH:4][CH:3]=1. (5) The reactants are [Br:1][C:2]1[N:7]=[CH:6][C:5]([C:8]([C:10]2[CH:15]=[CH:14][CH:13]=[CH:12][CH:11]=2)=O)=[CH:4][CH:3]=1.Cl.[OH:17][NH2:18].C(=O)([O-])[O-].[Na+].[Na+]. The catalyst is C(O)C. The product is [Br:1][C:2]1[N:7]=[CH:6][C:5]([C:8]([C:10]2[CH:15]=[CH:14][CH:13]=[CH:12][CH:11]=2)=[N:18][OH:17])=[CH:4][CH:3]=1. The yield is 0.500. (6) The reactants are Cl[CH2:2][C:3]1[CH:28]=[CH:27][C:6]([C:7]([NH:9][C:10]2[S:11][C:12]3[C:18]([N:19]4[CH2:24][CH2:23][O:22][CH2:21][CH2:20]4)=[CH:17][CH:16]=[C:15]([O:25][CH3:26])[C:13]=3[N:14]=2)=[O:8])=[CH:5][CH:4]=1.[H-].[Na+].[CH3:31][O:32][CH2:33][CH2:34][OH:35]. No catalyst specified. The product is [CH3:31][O:32][CH2:33][CH2:34][O:35][CH2:2][C:3]1[CH:28]=[CH:27][C:6]([C:7]([NH:9][C:10]2[S:11][C:12]3[C:18]([N:19]4[CH2:24][CH2:23][O:22][CH2:21][CH2:20]4)=[CH:17][CH:16]=[C:15]([O:25][CH3:26])[C:13]=3[N:14]=2)=[O:8])=[CH:5][CH:4]=1. The yield is 0.700.